From a dataset of Catalyst prediction with 721,799 reactions and 888 catalyst types from USPTO. Predict which catalyst facilitates the given reaction. (1) Reactant: Cl[C:2]1[N:7]=[CH:6][C:5]([O:8][CH2:9][CH2:10][CH2:11][CH:12]2[CH2:17][CH2:16][N:15]([C:18]3[O:22][N:21]=[C:20]([CH:23]([CH3:25])[CH3:24])[N:19]=3)[CH2:14][CH2:13]2)=[CH:4][N:3]=1.[C:26]([O:30][C:31](=[O:47])[NH:32][C@@H:33]1[C@@H:38]([C:39]2[CH:44]=[C:43]([F:45])[CH:42]=[CH:41][C:40]=2[F:46])[CH2:37][CH2:36][NH:35][CH2:34]1)([CH3:29])([CH3:28])[CH3:27].C1CCN2C(=NCCC2)CC1. Product: [C:26]([O:30][C:31](=[O:47])[NH:32][C@@H:33]1[C@@H:38]([C:39]2[CH:44]=[C:43]([F:45])[CH:42]=[CH:41][C:40]=2[F:46])[CH2:37][CH2:36][N:35]([C:2]2[N:7]=[CH:6][C:5]([O:8][CH2:9][CH2:10][CH2:11][CH:12]3[CH2:17][CH2:16][N:15]([C:18]4[O:22][N:21]=[C:20]([CH:23]([CH3:25])[CH3:24])[N:19]=4)[CH2:14][CH2:13]3)=[CH:4][N:3]=2)[CH2:34]1)([CH3:29])([CH3:27])[CH3:28]. The catalyst class is: 549. (2) Reactant: [CH:1]1([C:7]2[CH:28]=[CH:27][C:10]([O:11][CH2:12][CH:13]3[O:26][C:16]4=[N:17][C:18](=[O:25])[CH:19]=[C:20]([CH2:21][S:22][CH2:23][CH3:24])[N:15]4[CH2:14]3)=[CH:9][CH:8]=2)[CH2:6][CH2:5][CH2:4][CH2:3][CH2:2]1.B1([O-])OO1.[OH2:33].[OH2:34].O.O.[Na+].[OH-].[Na+].C(=O)([O-])[O-].[Na+].[Na+]. Product: [CH:1]1([C:7]2[CH:28]=[CH:27][C:10]([O:11][CH2:12][C@H:13]3[O:26][C:16]4=[N:17][C:18](=[O:25])[CH:19]=[C:20]([CH2:21][S:22]([CH2:23][CH3:24])(=[O:34])=[O:33])[N:15]4[CH2:14]3)=[CH:9][CH:8]=2)[CH2:2][CH2:3][CH2:4][CH2:5][CH2:6]1. The catalyst class is: 52.